From a dataset of Full USPTO retrosynthesis dataset with 1.9M reactions from patents (1976-2016). Predict the reactants needed to synthesize the given product. (1) Given the product [Si:13]([O:20][CH2:21][CH2:22][N:23]([CH3:24])[C:5](=[O:6])[C:4]1[CH:8]=[CH:9][C:10]([F:11])=[C:2]([Cl:1])[C:3]=1[F:12])([C:16]([CH3:19])([CH3:18])[CH3:17])([CH3:14])[CH3:15], predict the reactants needed to synthesize it. The reactants are: [Cl:1][C:2]1[C:3]([F:12])=[C:4]([CH:8]=[CH:9][C:10]=1[F:11])[C:5](Cl)=[O:6].[Si:13]([O:20][CH2:21][CH2:22][NH:23][CH3:24])([C:16]([CH3:19])([CH3:18])[CH3:17])([CH3:15])[CH3:14].[OH-].[Na+]. (2) Given the product [C:2]([O:4][C@H:5]1[C:14]2[C@:15]3([CH3:30])[C:16](/[C:17](=[CH:18]/[NH:36][C:32]([CH3:35])([CH3:34])[CH3:33])/[C:23](=[O:24])[O:25][C@@H:26]3[CH2:27][O:28][CH3:29])=[C:20]([OH:19])[C:21](=[O:22])[C:13]=2[CH:8]2[C@@:7]([CH3:31])([C@@H:11]([OH:12])[CH2:10][CH2:9]2)[CH2:6]1)(=[O:3])[CH3:1], predict the reactants needed to synthesize it. The reactants are: [CH3:1][C:2]([O:4][C@H:5]1[C:14]2[C@@:15]3([CH3:30])[C@@H:26]([CH2:27][O:28][CH3:29])[O:25][C:23](=[O:24])[C:17]4=[CH:18][O:19][C:20]([C:21](=[O:22])[C:13]=2[C@@H:8]2[CH2:9][CH2:10][C@H:11]([OH:12])[C@@:7]2([CH3:31])[CH2:6]1)=[C:16]34)=[O:3].[C:32]([NH2:36])([CH3:35])([CH3:34])[CH3:33]. (3) Given the product [CH2:1]([O:3][C:4](=[O:13])[C:5]1[CH:10]=[CH:9][C:8]([O:11][Si:19]([C:22]([CH3:25])([CH3:24])[CH3:23])([CH3:21])[CH3:20])=[CH:7][C:6]=1[CH3:12])[CH3:2], predict the reactants needed to synthesize it. The reactants are: [CH2:1]([O:3][C:4](=[O:13])[C:5]1[CH:10]=[CH:9][C:8]([OH:11])=[CH:7][C:6]=1[CH3:12])[CH3:2].N1C=CN=C1.[Si:19](Cl)([C:22]([CH3:25])([CH3:24])[CH3:23])([CH3:21])[CH3:20].